This data is from Full USPTO retrosynthesis dataset with 1.9M reactions from patents (1976-2016). The task is: Predict the reactants needed to synthesize the given product. (1) Given the product [Cl:32][C:33]1[CH:34]=[C:35]([CH:64]=[CH:65][CH:66]=1)[CH2:36][N:37]1[C:41]2[CH:42]=[C:43]([F:47])[C:44]([F:46])=[CH:45][C:40]=2[N:39]=[C:38]1[C:48]1[C:49]([OH:54])=[N:50][CH:51]=[CH:52][CH:53]=1, predict the reactants needed to synthesize it. The reactants are: C1(CN2C3C=C(F)C(F)=CC=3N=C2C2C(OCC3CCCC3)=NC=CC=2)CCCCC1.[Cl:32][C:33]1[CH:34]=[C:35]([CH:64]=[CH:65][CH:66]=1)[CH2:36][N:37]1[C:41]2[CH:42]=[C:43]([F:47])[C:44]([F:46])=[CH:45][C:40]=2[N:39]=[C:38]1[C:48]1[C:49]([O:54]CC2C=CC(OC)=CC=2)=[N:50][CH:51]=[CH:52][CH:53]=1. (2) Given the product [C:1]([O:5][C:6]([NH:8][C@H:9]([C:35]([O:37][C:38]([CH3:41])([CH3:40])[CH3:39])=[O:36])[CH2:10][C@H:11]([CH2:19][C:20]1[CH:25]=[CH:24][C:23]([O:26][CH2:27][CH2:28][O:29][S:50]([CH3:49])(=[O:52])=[O:51])=[C:22]([O:30][C:31]([CH3:34])([CH3:33])[CH3:32])[CH:21]=1)[C:12]([O:14][C:15]([CH3:16])([CH3:18])[CH3:17])=[O:13])=[O:7])([CH3:2])([CH3:3])[CH3:4], predict the reactants needed to synthesize it. The reactants are: [C:1]([O:5][C:6]([NH:8][C@H:9]([C:35]([O:37][C:38]([CH3:41])([CH3:40])[CH3:39])=[O:36])[CH2:10][C@H:11]([CH2:19][C:20]1[CH:25]=[CH:24][C:23]([O:26][CH2:27][CH2:28][OH:29])=[C:22]([O:30][C:31]([CH3:34])([CH3:33])[CH3:32])[CH:21]=1)[C:12]([O:14][C:15]([CH3:18])([CH3:17])[CH3:16])=[O:13])=[O:7])([CH3:4])([CH3:3])[CH3:2].C(N(CC)CC)C.[CH3:49][S:50](Cl)(=[O:52])=[O:51].